From a dataset of Full USPTO retrosynthesis dataset with 1.9M reactions from patents (1976-2016). Predict the reactants needed to synthesize the given product. (1) Given the product [F:1][C:2]([F:14])([F:13])[O:3][C:4]1[CH:12]=[CH:11][CH:10]=[CH:9][C:5]=1[C:6]1[CH:25]=[CH:26][CH:27]=[CH:28][C:29]=1[C:24]([O:22][C:21]1[CH:11]=[CH:12][CH:4]=[CH:5][CH:6]=1)=[O:30], predict the reactants needed to synthesize it. The reactants are: [F:1][C:2]([F:14])([F:13])[O:3][C:4]1[CH:12]=[CH:11][CH:10]=[CH:9][C:5]=1[C:6](O)=O.S(Cl)(Cl)=O.CN(C)[CH:21]=[O:22].[C:24]1([OH:30])[CH:29]=[CH:28][CH:27]=[CH:26][CH:25]=1. (2) The reactants are: [C:1]([O:5][C:6]([N:8]1[C@H:12]([CH2:13][C:14]2[CH:19]=[CH:18][C:17]([C:20]3[CH:25]=[CH:24][CH:23]=[CH:22][CH:21]=3)=[CH:16][CH:15]=2)[CH2:11][C:10](=[CH2:26])[C:9]1=[O:27])=[O:7])([CH3:4])([CH3:3])[CH3:2].[H][H]. Given the product [C:1]([O:5][C:6]([N:8]1[C@H:12]([CH2:13][C:14]2[CH:15]=[CH:16][C:17]([C:20]3[CH:21]=[CH:22][CH:23]=[CH:24][CH:25]=3)=[CH:18][CH:19]=2)[CH2:11][C@@H:10]([CH3:26])[C:9]1=[O:27])=[O:7])([CH3:4])([CH3:2])[CH3:3].[C:1]([O:5][C:6]([N:8]1[C@H:12]([CH2:13][C:14]2[CH:15]=[CH:16][C:17]([C:20]3[CH:21]=[CH:22][CH:23]=[CH:24][CH:25]=3)=[CH:18][CH:19]=2)[CH2:11][C@H:10]([CH3:26])[C:9]1=[O:27])=[O:7])([CH3:4])([CH3:2])[CH3:3], predict the reactants needed to synthesize it. (3) The reactants are: [Cl:1][C:2]1[CH:3]=[C:4]([CH2:9][CH2:10][C:11](O)=[O:12])[CH:5]=[CH:6][C:7]=1[Cl:8].[H-].[H-].[H-].[H-].[Li+].[Al+3]. Given the product [Cl:1][C:2]1[CH:3]=[C:4]([CH2:9][CH2:10][CH2:11][OH:12])[CH:5]=[CH:6][C:7]=1[Cl:8], predict the reactants needed to synthesize it. (4) The reactants are: S([O-])([O-])(=O)=O.[Al+3].S([O-])([O-])(=O)=O.S([O-])([O-])(=O)=O.[Al+3].[OH2:18].[F:19][C:20]1[C:25]([B:26](C2C(F)=C(F)C(F)=C(F)C=2F)[C:27]2[C:32]([F:33])=[C:31]([F:34])[C:30]([F:35])=[C:29]([F:36])[C:28]=2[F:37])=[C:24]([F:49])[C:23]([F:50])=[C:22]([F:51])[C:21]=1[F:52]. Given the product [F:19][C:20]1[C:25]([B:26]([C:27]2[C:32]([F:33])=[C:31]([F:34])[C:30]([F:35])=[C:29]([F:36])[C:28]=2[F:37])[OH:18])=[C:24]([F:49])[C:23]([F:50])=[C:22]([F:51])[C:21]=1[F:52], predict the reactants needed to synthesize it. (5) The reactants are: [CH2:1]([C:5]1[NH:6][C:7]2[C:12]([CH:13]=1)=[C:11]([C:14]([F:17])([F:16])[F:15])[C:10]([C:18]#[N:19])=[CH:9][CH:8]=2)[CH2:2][CH2:3][CH3:4].Br[CH2:21][CH:22]1[CH2:24][CH2:23]1. Given the product [CH2:1]([C:5]1[N:6]([CH2:21][CH:22]2[CH2:24][CH2:23]2)[C:7]2[C:12]([CH:13]=1)=[C:11]([C:14]([F:16])([F:17])[F:15])[C:10]([C:18]#[N:19])=[CH:9][CH:8]=2)[CH2:2][CH2:3][CH3:4], predict the reactants needed to synthesize it. (6) Given the product [Cl:1][C:2]1[CH:7]=[C:6]([O:8][C:9]2[C:18]3[C:13](=[CH:14][C:15]([O:21][CH2:46][CH2:47][N:48]4[CH:52]=[CH:51][N:50]=[N:49]4)=[C:16]([O:19][CH3:20])[CH:17]=3)[N:12]=[CH:11][CH:10]=2)[CH:5]=[CH:4][C:3]=1[NH:22][C:23]([NH:25][CH2:26][CH2:27][CH3:28])=[O:24], predict the reactants needed to synthesize it. The reactants are: [Cl:1][C:2]1[CH:7]=[C:6]([O:8][C:9]2[C:18]3[C:13](=[CH:14][C:15]([OH:21])=[C:16]([O:19][CH3:20])[CH:17]=3)[N:12]=[CH:11][CH:10]=2)[CH:5]=[CH:4][C:3]=1[NH:22][C:23]([NH:25][CH2:26][CH2:27][CH3:28])=[O:24].C(=O)([O-])[O-].[K+].[K+].CC1C=CC(S(O[CH2:46][CH2:47][N:48]2[CH:52]=[CH:51][N:50]=[N:49]2)(=O)=O)=CC=1.O. (7) Given the product [NH2:1][C:4]1[CH:5]=[CH:6][C:7]([NH:10][C:11]([N:13]2[CH2:22][CH2:21][C:20]3[C:15](=[CH:16][CH:17]=[CH:18][CH:19]=3)[CH2:14]2)=[O:12])=[CH:8][CH:9]=1, predict the reactants needed to synthesize it. The reactants are: [N+:1]([C:4]1[CH:9]=[CH:8][C:7]([NH:10][C:11]([N:13]2[CH2:22][CH2:21][C:20]3[C:15](=[CH:16][CH:17]=[CH:18][CH:19]=3)[CH2:14]2)=[O:12])=[CH:6][CH:5]=1)([O-])=O. (8) The reactants are: [CH:1]1([CH2:4][NH:5][C:6]([C:8]2[CH:13]=[CH:12][CH:11]=[C:10]([C:14]3[C:22]4[C:17](=[CH:18][CH:19]=[C:20]([C:23]5[N:27]=[CH:26][N:25](C(C6C=CC=CC=6)(C6C=CC=CC=6)C6C=CC=CC=6)[N:24]=5)[CH:21]=4)[N:16](C4CCCCO4)[N:15]=3)[CH:9]=2)=[O:7])[CH2:3][CH2:2]1.Cl.C(=O)(O)[O-].[Na+]. Given the product [NH:24]1[C:23]([C:20]2[CH:21]=[C:22]3[C:17](=[CH:18][CH:19]=2)[NH:16][N:15]=[C:14]3[C:10]2[CH:9]=[C:8]([C:6]([NH:5][CH2:4][CH:1]3[CH2:3][CH2:2]3)=[O:7])[CH:13]=[CH:12][CH:11]=2)=[N:27][CH:26]=[N:25]1, predict the reactants needed to synthesize it.